This data is from Experimentally validated miRNA-target interactions with 360,000+ pairs, plus equal number of negative samples. The task is: Binary Classification. Given a miRNA mature sequence and a target amino acid sequence, predict their likelihood of interaction. (1) The miRNA is hsa-miR-6872-3p with sequence CCCAUGCCUCCUGCCGCGGUC. The protein sequence of the target gene is MGAKESRIGFLSYEEALRRVTDVELKRLKDAFKRTCGLSYYMGQHCFIREVLGDGVPPKVAEVIYCSFGGTSKGLHFNNLIVGLVLLTRGKDEEKAKYIFSLFSSESGNYVIREEMERMLHVVDGKVPDTLRKCFSEGEKVNYEKFRNWLFLNKDAFTFSRWLLSGGVYVTLTDDSDTPTFYQTLAGVTHLEESDIIDLEKRYWLLKAQSRTGRFDLETFGPLVSPPIRPSLSEGLFNAFDENRDNHIDFKEISCGLSACCRGPLAERQKFCFKVFDVDRDGVLSRVELRDMVVALLEVW.... Result: 0 (no interaction). (2) The miRNA is hsa-miR-875-5p with sequence UAUACCUCAGUUUUAUCAGGUG. The protein sequence of the target gene is MSLFGLLLLTSALAGQRQGTQAESNLSSKFQFSSNKEQNGVQDPQHERIITVSTNGSIHSPRFPHTYPRNTVLVWRLVAVEENVWIQLTFDERFGLEDPEDDICKYDFVEVEEPSDGTILGRWCGSGTVPGKQISKGNQIRIRFVSDEYFPSEPGFCIHYNIVMPQFTEAVSPSVLPPSALPLDLLNNAITAFSTLEDLIRYLEPERWQLDLEDLYRPTWQLLGKAFVFGRKSRVVDLNLLTEEVRLYSCTPRNFSVSIREELKRTDTIFWPGCLLVKRCGGNCACCLHNCNECQCVPSK.... Result: 0 (no interaction). (3) The miRNA is hsa-miR-5009-3p with sequence UCCUAAAUCUGAAAGUCCAAAA. The protein sequence of the target gene is MYTSHEDIGYDLEDDRKAKNKKTLKPHPDIDGGWAWMMVLSSFFVHILIMGSQMALGVLNVEWLEEFHQSRGLTAWVSSLSMGITLIVGPFIGLFINTCGCRQTAIIGGLVNSLGWVLSAYAANVQSLFITFGVAAGLGSGMAYLPAVVMVGRYFQKRRALAQGLSTTGTGFGTFLMTVLLKYLCAEYGWRNAMFIQGALSLNLCVCGALMRPLSPEKLENCPEAEEPCALPAYSTESVKSGGPLGMAEEQDRRPGNEEMVCDLQTQECQGQTHPRKNVCAFRVLKTVSQLTVQVRRGFR.... Result: 0 (no interaction). (4) The miRNA is mmu-miR-214-3p with sequence ACAGCAGGCACAGACAGGCAGU. The protein sequence of the target gene is MEVVEAAAAQLETLKFNGTDFGVGEGPAAPSPGSAPVPGTQPPLQSFEGSPDAGQTVEVKPAGEQPLQPVLNAVAAGTPAPQPQPPAESPACGDCVTSPGAAEPARAPDSLETSDSDSDSDSETDSDSSSSSSSSSSSSSSSSSSCISLPPVLSDGDDDLQIEKENKNFPLKTKDELLLNELPSVEELTIILPEDIELKPLGMVSSIIEQLVIIESMTNLPPVNEETVIFKSDRQAAGKIFEIFGPVAHPFYVLRFNSSDHIESKGIKIKETMYFAPSMKDFTQYIFTEKLKQDKGSDAS.... Result: 0 (no interaction). (5) The miRNA is hsa-miR-6782-3p with sequence CACCUUUGUGUCCCCAUCCUGCA. The protein sequence of the target gene is MTYLELLALLALQSVVTGATFPDETITEWSVNMYNHLRGTGEDENILFSPLSIALAMGMMELGAQGSTRKEIRHSMGYEGLKGGEEFSFLRDFSNMASAEENQYVMKLANSLFVQNGFHVNEEFLQMLKMYFNAEVNHVDFSQNVAVANSINKWVENYTNSLLKDLVSPEDFDGVTNLALINAVYFKGNWKSQFRPENTRTFSFTKDDESEVQIPMMYQQGEFYYGEFSDGSNEAGGIYQVLEIPYEGDEISMMLALSRQEVPLATLEPLLKAQLIEEWANSVKKQKVEVYLPRFTVEQE.... Result: 0 (no interaction).